This data is from Catalyst prediction with 721,799 reactions and 888 catalyst types from USPTO. The task is: Predict which catalyst facilitates the given reaction. Reactant: [NH2:1][C:2]1[CH:7]=[CH:6][C:5]([NH:8][C:9](=[O:26])[C:10]([N:12]2[CH2:17][CH2:16][CH:15]([CH2:18][C:19]3[CH:24]=[CH:23][C:22]([F:25])=[CH:21][CH:20]=3)[CH2:14][CH2:13]2)=[O:11])=[CH:4][CH:3]=1.[CH:27](=O)[C:28]1[CH:33]=[CH:32][CH:31]=[CH:30][CH:29]=1. Product: [CH2:27]([NH:1][C:2]1[CH:7]=[CH:6][C:5]([NH:8][C:9](=[O:26])[C:10]([N:12]2[CH2:17][CH2:16][CH:15]([CH2:18][C:19]3[CH:20]=[CH:21][C:22]([F:25])=[CH:23][CH:24]=3)[CH2:14][CH2:13]2)=[O:11])=[CH:4][CH:3]=1)[C:28]1[CH:33]=[CH:32][CH:31]=[CH:30][CH:29]=1. The catalyst class is: 27.